From a dataset of Reaction yield outcomes from USPTO patents with 853,638 reactions. Predict the reaction yield, written as a fraction of the theoretical maximum amount of product (1.0 means a 100% yield; for example, 0.34 means a 34% yield). (1) The reactants are [F:1][C:2]1[CH:3]=[C:4]([S:9]([NH:12][C@@H:13]([CH2:18][OH:19])[C:14]([O:16][CH3:17])=[O:15])(=[O:11])=[O:10])[CH:5]=[CH:6][C:7]=1[F:8].C([O-])([O-])=O.[K+].[K+].I[CH2:27][CH3:28]. The catalyst is CN(C=O)C. The product is [F:1][C:2]1[CH:3]=[C:4]([S:9]([N:12]([CH2:27][CH3:28])[C@@H:13]([CH2:18][OH:19])[C:14]([O:16][CH3:17])=[O:15])(=[O:11])=[O:10])[CH:5]=[CH:6][C:7]=1[F:8]. The yield is 0.900. (2) The reactants are [NH2:1][C:2]1[CH:3]=[C:4]2[C:9](=[CH:10][CH:11]=1)[N:8]=[C:7]([C:12]1[CH:17]=[C:16]([CH3:18])[C:15]([OH:19])=[C:14]([CH3:20])[CH:13]=1)[NH:6][C:5]2=[O:21].[C:22](OC(=O)C)(=[O:24])[CH3:23]. The catalyst is N1C=CC=CC=1. The product is [OH:19][C:15]1[C:16]([CH3:18])=[CH:17][C:12]([C:7]2[NH:6][C:5](=[O:21])[C:4]3[C:9](=[CH:10][CH:11]=[C:2]([NH:1][C:22](=[O:24])[CH3:23])[CH:3]=3)[N:8]=2)=[CH:13][C:14]=1[CH3:20]. The yield is 0.170.